This data is from Catalyst prediction with 721,799 reactions and 888 catalyst types from USPTO. The task is: Predict which catalyst facilitates the given reaction. (1) The catalyst class is: 30. Reactant: [H-].[Al+3].[Li+].[H-].[H-].[H-].[F:7][C:8]1[CH:9]=[C:10]([CH:20]=[CH:21][CH:22]=1)[O:11][C:12]1[CH:13]=[C:14]([CH:17]=[CH:18][CH:19]=1)[C:15]#[N:16].CO.[Cl-].[NH4+]. Product: [F:7][C:8]1[CH:9]=[C:10]([CH:20]=[CH:21][CH:22]=1)[O:11][C:12]1[CH:13]=[C:14]([CH:17]=[CH:18][CH:19]=1)[CH2:15][NH2:16]. (2) Reactant: [F:1][C:2]1[CH:3]=[C:4]([CH:9]2[C:14]([C:15]([OH:17])=O)=[C:13]([CH3:18])[NH:12][C:11](=[O:19])[NH:10]2)[CH:5]=[C:6]([F:8])[CH:7]=1.[F:20][C:21]1[CH:22]=[C:23]([NH:28][C:29]2[C:37]3[C:32](=[CH:33][CH:34]=[C:35]([NH2:38])[CH:36]=3)[NH:31][N:30]=2)[CH:24]=[C:25]([F:27])[CH:26]=1.C1CN([P+](Br)(N2CCCC2)N2CCCC2)CC1.F[P-](F)(F)(F)(F)F.C(N(C(C)C)CC)(C)C. Product: [F:20][C:21]1[CH:22]=[C:23]([NH:28][C:29]2[C:37]3[C:32](=[CH:33][CH:34]=[C:35]([NH:38][C:15]([C:14]4[CH:9]([C:4]5[CH:5]=[C:6]([F:8])[CH:7]=[C:2]([F:1])[CH:3]=5)[NH:10][C:11](=[O:19])[NH:12][C:13]=4[CH3:18])=[O:17])[CH:36]=3)[NH:31][N:30]=2)[CH:24]=[C:25]([F:27])[CH:26]=1. The catalyst class is: 2. (3) Reactant: [Cl:1][C:2]1[CH:3]=[C:4]2[C:10]([C:11]3[N:16]=[C:15]([NH:17][C@H:18]4[CH2:23][CH2:22][CH2:21][C@@:20]([CH3:27])([C:24]([OH:26])=O)[CH2:19]4)[C:14]([F:28])=[CH:13][N:12]=3)=[CH:9][NH:8][C:5]2=[N:6][CH:7]=1.F[P-](F)(F)(F)(F)F.[N:36]1([O+]=C(N(C)C)N(C)C)C2C=CC=CC=2N=N1.C(N(C(C)C)C(C)C)C.Cl.N. The catalyst class is: 1. Product: [Cl:1][C:2]1[CH:3]=[C:4]2[C:10]([C:11]3[N:16]=[C:15]([NH:17][C@H:18]4[CH2:23][CH2:22][CH2:21][C@@:20]([CH3:27])([C:24]([NH2:36])=[O:26])[CH2:19]4)[C:14]([F:28])=[CH:13][N:12]=3)=[CH:9][NH:8][C:5]2=[N:6][CH:7]=1.